From a dataset of Forward reaction prediction with 1.9M reactions from USPTO patents (1976-2016). Predict the product of the given reaction. Given the reactants [O:1]1[CH2:4][CH:3]([CH2:5][OH:6])[CH2:2]1.C(N(CC)CC)C.[C:14]1([CH3:24])[CH:19]=[CH:18][C:17]([S:20](Cl)(=[O:22])=[O:21])=[CH:16][CH:15]=1.Cl, predict the reaction product. The product is: [CH3:24][C:14]1[CH:19]=[CH:18][C:17]([S:20]([O:6][CH2:5][CH:3]2[CH2:4][O:1][CH2:2]2)(=[O:22])=[O:21])=[CH:16][CH:15]=1.